From a dataset of Forward reaction prediction with 1.9M reactions from USPTO patents (1976-2016). Predict the product of the given reaction. (1) Given the reactants [OH:1][C:2]1[CH:3]=[C:4]([SH:8])[CH:5]=[CH:6][CH:7]=1.C([O:11][C:12](=O)[CH:13]([CH2:17][C:18]1[CH:23]=[CH:22][CH:21]=[C:20]([NH2:24])[C:19]=1[F:25])[C:14](=O)[CH3:15])C, predict the reaction product. The product is: [F:25][C:19]1[C:20]([NH2:24])=[CH:21][CH:22]=[CH:23][C:18]=1[CH2:17][C:13]1[C:12](=[O:11])[O:1][C:2]2[CH:3]=[C:4]([SH:8])[CH:5]=[CH:6][C:7]=2[C:14]=1[CH3:15]. (2) Given the reactants CC1C=CN=C(NC2N=C(C3OC(NCC4C=CN=CC=4)=NC=3)C=CC=2)C=1.Cl[C:29]1[O:30][C:31]([C:34]2[CH:35]=[C:36]([NH:40][C:41]3[N:46]=[C:45]([CH3:47])[CH:44]=[CH:43][N:42]=3)[CH:37]=[CH:38][CH:39]=2)=[CH:32][N:33]=1.FC(F)(F)C(O)=O.[CH3:55][O:56][CH2:57][CH2:58][N:59]1[CH2:64][CH2:63][NH:62][CH2:61][C:60]1=[O:65], predict the reaction product. The product is: [CH3:55][O:56][CH2:57][CH2:58][N:59]1[CH2:64][CH2:63][N:62]([C:29]2[O:30][C:31]([C:34]3[CH:39]=[CH:38][CH:37]=[C:36]([NH:40][C:41]4[N:46]=[C:45]([CH3:47])[CH:44]=[CH:43][N:42]=4)[CH:35]=3)=[CH:32][N:33]=2)[CH2:61][C:60]1=[O:65]. (3) Given the reactants [Cl:1][C:2]1[CH:7]=[CH:6][CH:5]=[C:4]([Cl:8])[C:3]=1[C:9]1[C:25](=[O:26])[N:24]([CH3:27])[C:12]2[N:13]=[C:14]([NH:17][C:18]3[CH:23]=[CH:22][N:21]=[CH:20][CH:19]=3)[N:15]=[CH:16][C:11]=2[CH:10]=1.[CH3:28]CN(CCOC1C=CC(NC2N=C3C(C=C(C4C(Cl)=CC=CC=4Cl)C(N3C)=O)=CN=2)=CC=1)CC.C1COCC1.[Br:68]C[C:70]1[N:71]([CH3:78])[CH:72]=[C:73]([N+:75]([O-:77])=[O:76])[N:74]=1, predict the reaction product. The product is: [Br-:68].[Cl:8][C:4]1[CH:5]=[CH:6][CH:7]=[C:2]([Cl:1])[C:3]=1[C:9]1[C:25](=[O:26])[N:24]([CH3:27])[C:12]2[N:13]=[C:14]([NH:17][C:18]3[CH:23]=[CH:22][N+:21]([CH2:28][C:72]4[N:71]([CH3:78])[CH:70]=[N:74][C:73]=4[N+:75]([O-:77])=[O:76])=[CH:20][CH:19]=3)[N:15]=[CH:16][C:11]=2[CH:10]=1. (4) Given the reactants [Cl:1][C:2]1[CH:24]=[C:23]([Cl:25])[CH:22]=[CH:21][C:3]=1[CH2:4][NH:5][C:6]([C:8]1[C:9]([O:17][CH:18]([CH3:20])[CH3:19])=[N:10][N:11]([CH2:13][CH2:14][CH2:15][OH:16])[CH:12]=1)=[O:7].[CH2:26]([N:28]1[CH:32]=[C:31]([CH2:33][C:34]([O:36]C)=[O:35])[C:30](O)=[N:29]1)[CH3:27].C(P(CCCC)CCCC)CCC.N(C(N1CCCCC1)=O)=NC(N1CCCCC1)=O, predict the reaction product. The product is: [Cl:1][C:2]1[CH:24]=[C:23]([Cl:25])[CH:22]=[CH:21][C:3]=1[CH2:4][NH:5][C:6]([C:8]1[C:9]([O:17][CH:18]([CH3:20])[CH3:19])=[N:10][N:11]([CH2:13][CH2:14][CH2:15][O:16][C:30]2[C:31]([CH2:33][C:34]([OH:36])=[O:35])=[CH:32][N:28]([CH2:26][CH3:27])[N:29]=2)[CH:12]=1)=[O:7]. (5) Given the reactants C[O:2][C:3]([C@@H:5]1[CH2:9][C@@H:8]([S:10]([C:13]2[CH:18]=[CH:17][CH:16]=[CH:15][C:14]=2[C:19]([F:22])([F:21])[F:20])(=[O:12])=[O:11])[CH2:7][N:6]1[C:23]1[N:24]([CH2:29][C:30]2[CH:35]=[CH:34][CH:33]=[CH:32][CH:31]=2)[N:25]=[C:26]([CH3:28])[CH:27]=1)=[O:4].COC([C@H]1C[C@@H](S(C2C=CC=CC=2C(F)(F)F)(=O)=O)CN1C1N(CC2C=CC=CC=2)N=C(C)C=1)=O.[OH-].[Li+].C(N1C(N2C[C@H](S(C3C=CC=CC=3C(F)(F)F)(=O)=O)C[C@@H]2C(O)=O)=CC(C)=N1)C1C=CC=CC=1, predict the reaction product. The product is: [CH2:29]([N:24]1[C:23]([N:6]2[CH2:7][C@H:8]([S:10]([C:13]3[CH:18]=[CH:17][CH:16]=[CH:15][C:14]=3[C:19]([F:21])([F:20])[F:22])(=[O:12])=[O:11])[CH2:9][C@H:5]2[C:3]([OH:4])=[O:2])=[CH:27][C:26]([CH3:28])=[N:25]1)[C:30]1[CH:35]=[CH:34][CH:33]=[CH:32][CH:31]=1. (6) Given the reactants Cl[C:2]1[CH:3]=[CH:4][C:5]([N+:9]([O-:11])=[O:10])=[C:6]([NH2:8])[CH:7]=1.[N:12]1([CH2:18][CH2:19][NH2:20])[CH2:17][CH2:16][O:15][CH2:14][CH2:13]1.C([O-])([O-])=O.[K+].[K+].O, predict the reaction product. The product is: [N:12]1([CH2:18][CH2:19][NH:20][C:2]2[CH:3]=[CH:4][C:5]([N+:9]([O-:11])=[O:10])=[C:6]([NH2:8])[CH:7]=2)[CH2:17][CH2:16][O:15][CH2:14][CH2:13]1. (7) Given the reactants [Cl:1][C:2]1[N:7]=[C:6]([C:8]#[C:9][C:10]2[CH:11]=[CH:12][C:13]([O:23][CH3:24])=[C:14]([NH:16][C:17](=[O:22])[C:18]([F:21])([F:20])[F:19])[CH:15]=2)[CH:5]=[CH:4][N:3]=1.[I-].[NH2:26][N+:27]1[CH:32]=[CH:31][CH:30]=[CH:29][CH:28]=1, predict the reaction product. The product is: [Cl:1][C:2]1[N:7]=[C:6]([C:8]2[C:9]([C:10]3[CH:11]=[CH:12][C:13]([O:23][CH3:24])=[C:14]([NH:16][C:17](=[O:22])[C:18]([F:20])([F:21])[F:19])[CH:15]=3)=[N:26][N:27]3[CH:32]=[CH:31][CH:30]=[CH:29][C:28]=23)[CH:5]=[CH:4][N:3]=1. (8) Given the reactants [OH:1][C:2]1[CH:7]=[CH:6][C:5]([CH2:8][C:9]([NH:12][C:13](=[O:22])[O:14][CH2:15][C:16]2[CH:21]=[CH:20][CH:19]=[CH:18][CH:17]=2)([CH3:11])[CH3:10])=[CH:4][CH:3]=1.[CH2:23](I)[CH3:24].C(=O)([O-])[O-].[K+].[K+], predict the reaction product. The product is: [O:1]([C:2]1[CH:3]=[CH:4][C:5]([CH2:8][C:9]([NH:12][C:13](=[O:22])[O:14][CH2:15][C:16]2[CH:21]=[CH:20][CH:19]=[CH:18][CH:17]=2)([CH3:11])[CH3:10])=[CH:6][CH:7]=1)[CH2:23][CH3:24].